Task: Predict the product of the given reaction.. Dataset: Forward reaction prediction with 1.9M reactions from USPTO patents (1976-2016) (1) Given the reactants [CH2:1]([O:5][CH2:6][CH2:7][CH2:8][NH2:9])[CH2:2][CH2:3][CH3:4].Cl[C:11]1[C:20]2[C:15](=[CH:16][CH:17]=[CH:18][N:19]=2)[N:14]=[CH:13][C:12]=1[N+:21]([O-:23])=[O:22].C(N(CC)CC)C.O, predict the reaction product. The product is: [CH2:1]([O:5][CH2:6][CH2:7][CH2:8][NH:9][C:11]1[C:20]2[C:15](=[CH:16][CH:17]=[CH:18][N:19]=2)[N:14]=[CH:13][C:12]=1[N+:21]([O-:23])=[O:22])[CH2:2][CH2:3][CH3:4]. (2) Given the reactants [C:1]([NH:4][CH2:5][C:6]([OH:8])=O)(=[O:3])[CH3:2].C(N(CC)CC)C.ClC(OCC(C)C)=O.[NH2:24][C:25]1[CH:30]=[CH:29][CH:28]=[CH:27][C:26]=1[C:31]([C:33]1[CH:38]=[CH:37][C:36]([F:39])=[CH:35][CH:34]=1)=[O:32], predict the reaction product. The product is: [C:1]([NH:4][CH2:5][C:6]([NH:24][C:25]1[CH:30]=[CH:29][CH:28]=[CH:27][C:26]=1[C:31](=[O:32])[C:33]1[CH:38]=[CH:37][C:36]([F:39])=[CH:35][CH:34]=1)=[O:8])(=[O:3])[CH3:2]. (3) The product is: [F:3][C:4]1[CH:9]=[CH:8][CH:7]=[C:6]([S:10]([CH:11]([CH3:13])[CH3:12])(=[O:19])=[O:21])[C:5]=1[N+:14]([O-:16])=[O:15]. Given the reactants OO.[F:3][C:4]1[CH:9]=[CH:8][CH:7]=[C:6]([S:10][CH:11]([CH3:13])[CH3:12])[C:5]=1[N+:14]([O-:16])=[O:15].C(O)(=[O:19])C.[OH2:21], predict the reaction product. (4) Given the reactants C([O:3][C:4](=[O:40])[CH2:5][N:6]([S:27]([N:30]1[C:39]2[C:34](=[CH:35][CH:36]=[CH:37][CH:38]=2)[CH2:33][CH2:32][CH2:31]1)(=[O:29])=[O:28])[CH2:7][C:8]1[CH:13]=[CH:12][C:11]([O:14][CH2:15][C:16]2[N:17]=[C:18]([C:22]3[S:23][CH:24]=[CH:25][CH:26]=3)[O:19][C:20]=2[CH3:21])=[CH:10][CH:9]=1)C.O.[OH-].[Li+], predict the reaction product. The product is: [N:30]1([S:27]([N:6]([CH2:5][C:4]([OH:40])=[O:3])[CH2:7][C:8]2[CH:13]=[CH:12][C:11]([O:14][CH2:15][C:16]3[N:17]=[C:18]([C:22]4[S:23][CH:24]=[CH:25][CH:26]=4)[O:19][C:20]=3[CH3:21])=[CH:10][CH:9]=2)(=[O:28])=[O:29])[C:39]2[C:34](=[CH:35][CH:36]=[CH:37][CH:38]=2)[CH2:33][CH2:32][CH2:31]1. (5) Given the reactants [C:1]([NH:9][C:10]1[C:19]2[C:14](=[CH:15][CH:16]=[CH:17][CH:18]=2)[C:13]([S:20](Cl)(=[O:22])=[O:21])=[CH:12][CH:11]=1)(=[O:8])[C:2]1C=C[CH:5]=[CH:4][CH:3]=1.[C:24]([O:28][C:29]([N:31]1[CH2:36][CH2:35][CH:34]([NH2:37])[CH2:33][CH2:32]1)=[O:30])([CH3:27])([CH3:26])C.ClC(O[CH:42]([CH3:44])[CH3:43])=O.N(C(C)C)=[C:46]=O, predict the reaction product. The product is: [CH:24]([O:28][C:29]([N:31]1[CH2:32][CH2:33][C@H:34]([NH:37][S:20]([C:13]2[C:14]3[C:19](=[CH:18][CH:17]=[CH:16][CH:15]=3)[C:10]([NH:9][C:1](=[O:8])[C:2]3[CH:3]=[CH:4][CH:5]=[CH:44][C:42]=3[CH3:43])=[CH:11][CH:12]=2)(=[O:22])=[O:21])[C@H:35]([CH3:46])[CH2:36]1)=[O:30])([CH3:26])[CH3:27]. (6) Given the reactants CN(C)[CH:3]=[C:4]([C:8]1[CH:13]=[CH:12][N:11]=[C:10]([S:14][CH3:15])[N:9]=1)[C:5](=O)[CH3:6].C([O-])([O-])=O.[K+].[K+].Cl.[NH2:24][C:25]([NH2:27])=[NH:26], predict the reaction product. The product is: [CH3:6][C:5]1[C:4]([C:8]2[CH:13]=[CH:12][N:11]=[C:10]([S:14][CH3:15])[N:9]=2)=[CH:3][N:24]=[C:25]([NH2:27])[N:26]=1. (7) Given the reactants [Cl:1][C:2]1[CH:3]=[C:4]([O:9][C:10]2[CH:15]=[CH:14][C:13]([NH:16][C:17]([NH:19][C@@H:20]([C:22]([OH:24])=O)[CH3:21])=[O:18])=[CH:12][CH:11]=2)[CH:5]=[CH:6][C:7]=1[F:8].C(=O)([O-])[O-].[Na+].[Na+], predict the reaction product. The product is: [Cl:1][C:2]1[CH:3]=[C:4]([O:9][C:10]2[CH:11]=[CH:12][C:13]([N:16]3[C:22](=[O:24])[C@@H:20]([CH3:21])[NH:19][C:17]3=[O:18])=[CH:14][CH:15]=2)[CH:5]=[CH:6][C:7]=1[F:8].